Dataset: Catalyst prediction with 721,799 reactions and 888 catalyst types from USPTO. Task: Predict which catalyst facilitates the given reaction. Reactant: [N:1]1([CH2:7][CH2:8][CH2:9][O:10][C:11]2[CH:21]=[CH:20][C:14]3[CH2:15][CH2:16][NH:17][CH2:18][CH2:19][C:13]=3[CH:12]=2)[CH2:6][CH2:5][CH2:4][CH2:3][CH2:2]1.CCN(C(C)C)C(C)C.C(N(CC)CC)C.[C:38](OC(=O)C)(=[O:40])[CH3:39]. Product: [N:1]1([CH2:7][CH2:8][CH2:9][O:10][C:11]2[CH:21]=[CH:20][C:14]3[CH2:15][CH2:16][N:17]([C:38](=[O:40])[CH3:39])[CH2:18][CH2:19][C:13]=3[CH:12]=2)[CH2:2][CH2:3][CH2:4][CH2:5][CH2:6]1. The catalyst class is: 79.